Task: Predict which catalyst facilitates the given reaction.. Dataset: Catalyst prediction with 721,799 reactions and 888 catalyst types from USPTO (1) Reactant: [NH2:1][CH:2]1[CH2:7][CH2:6][N:5]([CH2:8][CH:9]2[CH2:18][CH2:17][C:16]3[C:11]4=[C:12]([CH:20]=[CH:21][C:22](=[O:23])[N:10]24)[CH:13]=[CH:14][C:15]=3[F:19])[CH2:4][CH2:3]1.[S:24]1[C:32]2[CH:31]=[C:30]([CH:33]=O)[N:29]=[CH:28][C:27]=2[O:26][CH2:25]1.CO.C(Cl)(Cl)[Cl:38]. Product: [NH3:1].[CH3:22][OH:23].[ClH:38].[ClH:38].[F:19][C:15]1[CH:14]=[CH:13][C:12]2[CH:20]=[CH:21][C:22](=[O:23])[N:10]3[C:11]=2[C:16]=1[CH2:17][CH2:18][CH:9]3[CH2:8][N:5]1[CH2:6][CH2:7][CH:2]([NH:1][CH2:33][C:30]2[N:29]=[CH:28][C:27]3[O:26][CH2:25][S:24][C:32]=3[CH:31]=2)[CH2:3][CH2:4]1. The catalyst class is: 15. (2) Reactant: [C:1]([O:5][C:6]([N:8]1[CH2:12][CH2:11][CH2:10][C@H:9]1[CH2:13][O:14][C:15]1[CH:25]=[CH:24][C:18]([C:19]([O:21]CC)=[O:20])=[CH:17][CH:16]=1)=[O:7])([CH3:4])([CH3:3])[CH3:2].[OH-].[Na+]. Product: [C:1]([O:5][C:6]([N:8]1[CH2:12][CH2:11][CH2:10][C@H:9]1[CH2:13][O:14][C:15]1[CH:16]=[CH:17][C:18]([C:19]([OH:21])=[O:20])=[CH:24][CH:25]=1)=[O:7])([CH3:4])([CH3:2])[CH3:3]. The catalyst class is: 5. (3) Reactant: [Cl:1][C:2]1[C:11]([O:12][C:13]2[CH:18]=[CH:17][CH:16]=[C:15]([Cl:19])[C:14]=2[Cl:20])=[CH:10][C:5]2[NH:6][C:7](=[S:9])[NH:8][C:4]=2[CH:3]=1.C(=O)([O-])[O-].[K+].[K+].[F:27][C:28]([F:31])([F:30])I. Product: [Cl:1][C:2]1[C:11]([O:12][C:13]2[CH:18]=[CH:17][CH:16]=[C:15]([Cl:19])[C:14]=2[Cl:20])=[CH:10][C:5]2[NH:6][C:7]([S:9][C:28]([F:31])([F:30])[F:27])=[N:8][C:4]=2[CH:3]=1. The catalyst class is: 35.